Dataset: Reaction yield outcomes from USPTO patents with 853,638 reactions. Task: Predict the reaction yield, written as a fraction of the theoretical maximum amount of product (1.0 means a 100% yield; for example, 0.34 means a 34% yield). (1) The reactants are [CH3:1][C:2]1[CH:3]=[C:4]2[C:8](=[CH:9][CH:10]=1)[C:7](=[O:11])[NH:6][C:5]2=O.[Sn]. The catalyst is C(O)(=O)C.Cl. The product is [CH3:1][C:2]1[CH:3]=[C:4]2[C:8](=[CH:9][CH:10]=1)[C:7](=[O:11])[NH:6][CH2:5]2. The yield is 0.500. (2) The yield is 0.700. The reactants are [Cl:1][C:2]1[CH:7]=[C:6]([F:8])[CH:5]=[CH:4][C:3]=1[CH3:9].[Br:10]Br.[OH-].[Na+]. No catalyst specified. The product is [Br:10][C:5]1[C:6]([F:8])=[CH:7][C:2]([Cl:1])=[C:3]([CH3:9])[CH:4]=1. (3) The reactants are [CH3:1][O:2][C:3]1[CH:4]=[C:5]([C:14](=[O:31])[CH2:15][CH2:16][C:17]([C:19]2[CH:24]=[C:23]([O:25][CH3:26])[C:22]([O:27][CH3:28])=[C:21]([O:29][CH3:30])[CH:20]=2)=[O:18])[CH:6]=[C:7]([I:13])[C:8]=1[O:9][CH2:10][CH2:11][OH:12].O1CCCC1.CO.[BH4-].[Na+]. The catalyst is O. The product is [CH3:1][O:2][C:3]1[CH:4]=[C:5]([CH:14]([OH:31])[CH2:15][CH2:16][CH:17]([C:19]2[CH:20]=[C:21]([O:29][CH3:30])[C:22]([O:27][CH3:28])=[C:23]([O:25][CH3:26])[CH:24]=2)[OH:18])[CH:6]=[C:7]([I:13])[C:8]=1[O:9][CH2:10][CH2:11][OH:12]. The yield is 0.988. (4) The reactants are Cl[C:2]([O:4][CH2:5][CH3:6])=[O:3].[C:7]1(=[O:13])[NH:11][C:10](=[O:12])[CH2:9][CH2:8]1.C(N(CC)CC)C.CO. The yield is 0.600. The catalyst is CN(C)C=O.C(Cl)(Cl)Cl. The product is [CH2:5]([O:4][C:2]([N:11]1[C:7](=[O:13])[CH2:8][CH2:9][C:10]1=[O:12])=[O:3])[CH3:6].